This data is from Full USPTO retrosynthesis dataset with 1.9M reactions from patents (1976-2016). The task is: Predict the reactants needed to synthesize the given product. (1) Given the product [CH3:18][C:10]1[C:11]2[C:12](=[N:13][CH:14]=[CH:15][C:16]=2[O:31][C:29]2[CH:28]=[CH:27][C:25]3[N:26]=[C:22]([NH2:21])[S:23][C:24]=3[CH:30]=2)[NH:8][N:9]=1, predict the reactants needed to synthesize it. The reactants are: COC1C=CC(C[N:8]2[C:12]3=[N:13][CH:14]=[CH:15][C:16](Cl)=[C:11]3[C:10]([CH3:18])=[N:9]2)=CC=1.[NH2:21][C:22]1[S:23][C:24]2[CH:30]=[C:29]([OH:31])[CH:28]=[CH:27][C:25]=2[N:26]=1.BrC1C=CC=CC=1. (2) Given the product [CH2:1]([C:3]1[CH:8]=[CH:7][C:6]([CH:9]2[CH2:10][CH:11]([C:24]3[O:37][N:36]=[C:34]([C:29]4[CH:30]=[CH:31][CH:32]=[CH:33][C:28]=4[F:27])[N:35]=3)[CH2:12][N:13]([C:15]([N:17]3[CH2:18][CH2:19][CH:20]([OH:23])[CH2:21][CH2:22]3)=[O:16])[CH2:14]2)=[CH:5][CH:4]=1)[CH3:2], predict the reactants needed to synthesize it. The reactants are: [CH2:1]([C:3]1[CH:8]=[CH:7][C:6]([CH:9]2[CH2:14][N:13]([C:15]([N:17]3[CH2:22][CH2:21][CH:20]([OH:23])[CH2:19][CH2:18]3)=[O:16])[CH2:12][CH:11]([C:24](O)=O)[CH2:10]2)=[CH:5][CH:4]=1)[CH3:2].[F:27][C:28]1[CH:33]=[CH:32][CH:31]=[CH:30][C:29]=1[C:34](=[N:36][OH:37])[NH2:35].